This data is from Full USPTO retrosynthesis dataset with 1.9M reactions from patents (1976-2016). The task is: Predict the reactants needed to synthesize the given product. (1) Given the product [CH:27]1([NH:29][C:20]([C:17]2[CH:18]=[CH:19][C:14]([C:3]3[CH:4]=[C:5]([C:8]4[O:9][C:10]([CH3:13])=[N:11][N:12]=4)[CH:6]=[CH:7][C:2]=3[CH3:1])=[CH:15][CH:16]=2)=[O:21])[CH2:28][CH2:26]1, predict the reactants needed to synthesize it. The reactants are: [CH3:1][C:2]1[CH:7]=[CH:6][C:5]([C:8]2[O:9][C:10]([CH3:13])=[N:11][N:12]=2)=[CH:4][C:3]=1[C:14]1[CH:19]=[CH:18][C:17]([C:20](O)=[O:21])=[CH:16][CH:15]=1.C1C=C[C:26]2N(O)N=[N:29][C:27]=2[CH:28]=1.Cl.CN(C)CCCN=C=NCC.C1(N)CC1. (2) Given the product [NH2:20][C:21]([C:23]1[S:27][C:26]([N:15]2[CH2:16][CH2:17][C@H:12]([NH:11][C:9]([C:3]3[NH:4][C:5]([CH3:8])=[C:6]([Cl:7])[C:2]=3[Cl:1])=[O:10])[C@H:13]([O:18][CH3:19])[CH2:14]2)=[N:25][C:24]=1[C:29]([OH:31])=[O:30])=[O:22], predict the reactants needed to synthesize it. The reactants are: [Cl:1][C:2]1[C:6]([Cl:7])=[C:5]([CH3:8])[NH:4][C:3]=1[C:9]([NH:11][C@H:12]1[CH2:17][CH2:16][NH:15][CH2:14][C@H:13]1[O:18][CH3:19])=[O:10].[NH2:20][C:21]([C:23]1[S:27][C:26](Cl)=[N:25][C:24]=1[C:29]([O:31]CC)=[O:30])=[O:22].C([O-])([O-])=O.[K+].[K+].Cl. (3) Given the product [OH:25][C@@H:22]1[CH2:23][CH2:24][C@H:19]([O:18][C:14]2[C:13]3[C:9]([O:8][CH2:7][CH:4]4[CH2:5][CH2:6][N:1]([CH2:26][C:28]5([C:33]([O:35][CH3:36])=[O:34])[CH2:32][CH2:31][CH2:30][CH2:29]5)[CH2:2][CH2:3]4)=[N:10][O:11][C:12]=3[CH:17]=[CH:16][CH:15]=2)[CH2:20][CH2:21]1, predict the reactants needed to synthesize it. The reactants are: [NH:1]1[CH2:6][CH2:5][CH:4]([CH2:7][O:8][C:9]2[C:13]3[C:14]([O:18][C@@H:19]4[CH2:24][CH2:23][C@H:22]([OH:25])[CH2:21][CH2:20]4)=[CH:15][CH:16]=[CH:17][C:12]=3[O:11][N:10]=2)[CH2:3][CH2:2]1.[CH:26]([C:28]1([C:33]([O:35][CH3:36])=[O:34])[CH2:32][CH2:31][CH2:30][CH2:29]1)=O.C(C1(C(OC)=O)CCC1)=O. (4) The reactants are: [F:1][C:2]1[CH:3]=[CH:4][C:5]2[O:9][CH:8]=[CH:7][C:6]=2[C:10]=1[CH2:11][NH2:12].[Br:13][C:14]1[C:15]2[N:16]([CH:22]=[N:23][N:24]=2)[C:17](SC)=[N:18][CH:19]=1. Given the product [Br:13][C:14]1[C:15]2[N:16]([CH:22]=[N:23][N:24]=2)[C:17]([NH:12][CH2:11][C:10]2[C:6]3[CH:7]=[CH:8][O:9][C:5]=3[CH:4]=[CH:3][C:2]=2[F:1])=[N:18][CH:19]=1, predict the reactants needed to synthesize it.